Dataset: Peptide-MHC class I binding affinity with 185,985 pairs from IEDB/IMGT. Task: Regression. Given a peptide amino acid sequence and an MHC pseudo amino acid sequence, predict their binding affinity value. This is MHC class I binding data. (1) The peptide sequence is VRELAVALA. The MHC is HLA-A01:01 with pseudo-sequence HLA-A01:01. The binding affinity (normalized) is 0. (2) The peptide sequence is AVFKDSFLGK. The MHC is HLA-A29:02 with pseudo-sequence HLA-A29:02. The binding affinity (normalized) is 0.0925. (3) The peptide sequence is EAYFKDCL. The MHC is H-2-Kb with pseudo-sequence H-2-Kb. The binding affinity (normalized) is 0.0735. (4) The peptide sequence is LPIHTAELL. The MHC is Patr-B1301 with pseudo-sequence Patr-B1301. The binding affinity (normalized) is 0.707. (5) The peptide sequence is QLFPELECF. The MHC is HLA-A02:16 with pseudo-sequence HLA-A02:16. The binding affinity (normalized) is 0.0847. (6) The peptide sequence is KASFIEVKTC. The MHC is HLA-B57:01 with pseudo-sequence HLA-B57:01. The binding affinity (normalized) is 0.565.